This data is from Reaction yield outcomes from USPTO patents with 853,638 reactions. The task is: Predict the reaction yield, written as a fraction of the theoretical maximum amount of product (1.0 means a 100% yield; for example, 0.34 means a 34% yield). (1) The reactants are [C:1]([C:4]1[CH:13]=[CH:12][C:7]([C:8]([O:10][CH3:11])=[O:9])=[CH:6][CH:5]=1)(=[O:3])[CH3:2].[F:14][C:15]([Si](C)(C)C)([F:20])[C:16]([F:19])([F:18])[F:17].[F-].C([N+](CCCC)(CCCC)CCCC)CCC.Cl. The catalyst is O1CCCC1. The product is [F:14][C:15]([F:20])([C:16]([F:19])([F:18])[F:17])[C:1]([C:4]1[CH:13]=[CH:12][C:7]([C:8]([O:10][CH3:11])=[O:9])=[CH:6][CH:5]=1)([OH:3])[CH3:2]. The yield is 0.670. (2) The reactants are [O:1]1[CH2:6][CH2:5][CH2:4][O:3][CH:2]1[C:7]1[CH:15]=[CH:14][C:10]([C:11](O)=O)=[C:9]([F:16])[CH:8]=1.C(N1C=CN=C1)(N1C=CN=C1)=O.Cl.Cl.[NH2:31][C:32]1[C:40]([NH2:41])=[CH:39][CH:38]=[CH:37][C:33]=1[C:34]([NH2:36])=[O:35]. The catalyst is N1C=CC=CC=1.CN(C=O)C. The product is [O:1]1[CH2:6][CH2:5][CH2:4][O:3][CH:2]1[C:7]1[CH:15]=[CH:14][C:10]([C:11]2[NH:41][C:40]3[CH:39]=[CH:38][CH:37]=[C:33]([C:34]([NH2:36])=[O:35])[C:32]=3[N:31]=2)=[C:9]([F:16])[CH:8]=1. The yield is 0.500. (3) The reactants are [CH3:1][C:2]1[CH:7]=[CH:6][C:5]([C:8]2[C:13]3[CH2:14][CH:15]([CH2:17][NH2:18])[O:16][C:12]=3[CH:11]=[CH:10][CH:9]=2)=[CH:4][CH:3]=1.C(N(C(C)C)CC)(C)C.Cl[C:29]([O:31][CH2:32][C:33]1[CH:38]=[CH:37][CH:36]=[CH:35][CH:34]=1)=[O:30].C(OC(=O)NCC1CC2C=CC=C(C3CCCC3)C=2O1)C1C=CC=CC=1. No catalyst specified. The product is [CH3:1][C:2]1[CH:3]=[CH:4][C:5]([C:8]2[C:13]3[CH2:14][CH:15]([CH2:17][NH:18][C:29](=[O:30])[O:31][CH2:32][C:33]4[CH:38]=[CH:37][CH:36]=[CH:35][CH:34]=4)[O:16][C:12]=3[CH:11]=[CH:10][CH:9]=2)=[CH:6][CH:7]=1. The yield is 0.900.